Binary Classification. Given a drug SMILES string, predict its activity (active/inactive) in a high-throughput screening assay against a specified biological target. From a dataset of Serine/threonine kinase 33 screen with 319,792 compounds. (1) The compound is Clc1c(N2CCN(C(=O)C3CCN(S(=O)(=O)c4c(onc4C)C)CC3)CC2)cccc1. The result is 0 (inactive). (2) The compound is Clc1ccc(CNC(=O)N2CCc3c(C2)cccc3)cc1. The result is 0 (inactive). (3) The drug is Clc1c(S(=O)(=O)N2CCOCC2)cc(C(=O)NCCN2CCOCC2)cc1. The result is 0 (inactive). (4) The molecule is FC(F)(F)c1ccc(NN\C=C2\C=CC(=O)C=C2)nc1. The result is 1 (active).